Dataset: Reaction yield outcomes from USPTO patents with 853,638 reactions. Task: Predict the reaction yield, written as a fraction of the theoretical maximum amount of product (1.0 means a 100% yield; for example, 0.34 means a 34% yield). (1) The reactants are [C:1]([O:5][C:6]([NH:8][C@H:9]1[CH2:12][N:11](C(C2C=CC=CC=2)C2C=CC=CC=2)[C@H:10]1[CH2:26][CH3:27])=[O:7])([CH3:4])([CH3:3])[CH3:2]. The catalyst is [Pd]. The product is [C:1]([O:5][C:6]([NH:8][C@H:9]1[CH2:12][NH:11][C@H:10]1[CH2:26][CH3:27])=[O:7])([CH3:4])([CH3:3])[CH3:2]. The yield is 0.790. (2) The reactants are [CH2:1]([P:3]([O-:9])[O:4][CH2:5][CH2:6][CH2:7][CH3:8])[CH3:2].C([Li])CCC.B(F)(F)F.[CH3:19][CH2:20][O:21]CC.C1OC1.[Cl-].[NH4+]. The catalyst is C1(C)C=CC=CC=1.CCCCCC. The product is [CH2:1]([P:3]([CH2:19][CH2:20][OH:21])(=[O:9])[O:4][CH2:5][CH2:6][CH2:7][CH3:8])[CH3:2]. The yield is 0.730. (3) The reactants are CC1(C)C(C)(C)OB([C:9]2[CH:14]=[CH:13][C:12]([C:15]3[CH:20]=[CH:19][C:18]([N:21]([C:29]4[CH:34]=[CH:33][C:32]([CH3:35])=[CH:31][CH:30]=4)[C:22]4[CH:27]=[CH:26][C:25]([CH3:28])=[CH:24][CH:23]=4)=[CH:17][CH:16]=3)=[CH:11][CH:10]=2)O1.[Br:37][C:38]1[CH:43]=[CH:42][C:41](I)=[CH:40][CH:39]=1.C(=O)([O-])[O-].[K+].[K+]. The catalyst is O1CCOCC1.O.C1C=CC([P]([Pd]([P](C2C=CC=CC=2)(C2C=CC=CC=2)C2C=CC=CC=2)([P](C2C=CC=CC=2)(C2C=CC=CC=2)C2C=CC=CC=2)[P](C2C=CC=CC=2)(C2C=CC=CC=2)C2C=CC=CC=2)(C2C=CC=CC=2)C2C=CC=CC=2)=CC=1. The product is [Br:37][C:38]1[CH:43]=[CH:42][C:41]([C:9]2[CH:10]=[CH:11][C:12]([C:15]3[CH:20]=[CH:19][C:18]([N:21]([C:29]4[CH:30]=[CH:31][C:32]([CH3:35])=[CH:33][CH:34]=4)[C:22]4[CH:27]=[CH:26][C:25]([CH3:28])=[CH:24][CH:23]=4)=[CH:17][CH:16]=3)=[CH:13][CH:14]=2)=[CH:40][CH:39]=1. The yield is 0.830.